Dataset: Forward reaction prediction with 1.9M reactions from USPTO patents (1976-2016). Task: Predict the product of the given reaction. (1) Given the reactants [CH2:1](Br)[CH:2]=[CH:3][C:4]1[CH:9]=[CH:8][CH:7]=[CH:6][CH:5]=1.[CH2:11]([NH2:14])[CH:12]=[CH2:13], predict the reaction product. The product is: [C:4]1([CH:3]=[CH:2][CH2:1][NH:14][CH2:11][CH:12]=[CH2:13])[CH:9]=[CH:8][CH:7]=[CH:6][CH:5]=1. (2) Given the reactants [Cl:1][C:2]1[CH:30]=[CH:29][C:5]([CH2:6][NH:7][C:8]([C:10]2[CH:15]=[CH:14][C:13]([C:16]3[CH:21]=[C:20]([C:22]4[O:23][C:24]([CH3:27])=[N:25][N:26]=4)[CH:19]=[CH:18][C:17]=3[CH3:28])=[CH:12][CH:11]=2)=[O:9])=[CH:4][CH:3]=1.I[CH2:32][CH3:33], predict the reaction product. The product is: [Cl:1][C:2]1[CH:3]=[CH:4][C:5]([CH2:6][N:7]([CH2:32][CH3:33])[C:8]([C:10]2[CH:11]=[CH:12][C:13]([C:16]3[CH:21]=[C:20]([C:22]4[O:23][C:24]([CH3:27])=[N:25][N:26]=4)[CH:19]=[CH:18][C:17]=3[CH3:28])=[CH:14][CH:15]=2)=[O:9])=[CH:29][CH:30]=1. (3) Given the reactants [N:1]1[CH:6]=[CH:5][CH:4]=[C:3]([CH:7]=O)[CH:2]=1.[NH2:9][NH2:10], predict the reaction product. The product is: [N:1]1[CH:6]=[CH:5][CH:4]=[C:3]([CH2:7][NH:9][NH2:10])[CH:2]=1. (4) The product is: [Br:1][C:2]1[CH:3]=[C:4]([CH:7]=[CH:8][CH:9]=1)[CH2:5][NH:6][C:17](=[O:24])[C:18]1[CH:23]=[CH:22][CH:21]=[CH:20][CH:19]=1. Given the reactants [Br:1][C:2]1[CH:3]=[C:4]([CH:7]=[CH:8][CH:9]=1)[CH2:5][NH2:6].C(N(CC)CC)C.[C:17](Cl)(=[O:24])[C:18]1[CH:23]=[CH:22][CH:21]=[CH:20][CH:19]=1, predict the reaction product. (5) Given the reactants [C:1]([Si:5]([CH3:20])([CH3:19])[O:6][C@@H:7]1[CH2:14][N:13]([CH2:15][CH2:16][CH2:17][NH2:18])[CH2:12][CH2:11][C:8]21[CH2:10][CH2:9]2)([CH3:4])([CH3:3])[CH3:2].[CH3:21][O:22][CH:23]([O:26][CH3:27])[CH:24]=O.[BH4-].[Na+], predict the reaction product. The product is: [C:1]([Si:5]([CH3:20])([CH3:19])[O:6][C@@H:7]1[CH2:14][N:13]([CH2:15][CH2:16][CH2:17][NH:18][CH2:24][CH:23]([O:26][CH3:27])[O:22][CH3:21])[CH2:12][CH2:11][C:8]21[CH2:10][CH2:9]2)([CH3:4])([CH3:3])[CH3:2]. (6) Given the reactants [N:1]([CH2:4][CH2:5][C:6]1[CH:11]=[CH:10][C:9]([N:12]2[C:16]3=[N:17][C:18]([CH3:22])=[CH:19][C:20]([CH3:21])=[C:15]3[N:14]=[C:13]2[CH2:23][CH3:24])=[CH:8][C:7]=1[Cl:25])=[N+]=[N-].[NH4+].[Cl-], predict the reaction product. The product is: [Cl:25][C:7]1[CH:8]=[C:9]([N:12]2[C:16]3=[N:17][C:18]([CH3:22])=[CH:19][C:20]([CH3:21])=[C:15]3[N:14]=[C:13]2[CH2:23][CH3:24])[CH:10]=[CH:11][C:6]=1[CH2:5][CH2:4][NH2:1].